This data is from Reaction yield outcomes from USPTO patents with 853,638 reactions. The task is: Predict the reaction yield, written as a fraction of the theoretical maximum amount of product (1.0 means a 100% yield; for example, 0.34 means a 34% yield). The reactants are [CH2:1]([O:3][C:4]1[CH:22]=[CH:21][CH:20]=[CH:19][C:5]=1[CH2:6][O:7][C:8]1[CH:13]=[CH:12][N:11]=[C:10]2[C:14]([CH3:18])=[C:15]([CH3:17])[NH:16][C:9]=12)[CH3:2].[Cl:23][C:24]1[CH:25]=[C:26]([CH:29]=[CH:30][CH:31]=1)[CH2:27]Br. No catalyst specified. The product is [ClH:23].[Cl:23][C:24]1[CH:25]=[C:26]([CH:29]=[CH:30][CH:31]=1)[CH2:27][N:16]1[C:9]2[C:10](=[N:11][CH:12]=[CH:13][C:8]=2[O:7][CH2:6][C:5]2[CH:19]=[CH:20][CH:21]=[CH:22][C:4]=2[O:3][CH2:1][CH3:2])[C:14]([CH3:18])=[C:15]1[CH3:17]. The yield is 0.798.